Dataset: Peptide-MHC class II binding affinity with 134,281 pairs from IEDB. Task: Regression. Given a peptide amino acid sequence and an MHC pseudo amino acid sequence, predict their binding affinity value. This is MHC class II binding data. (1) The peptide sequence is EFENFMKAGAHPIMH. The MHC is H-2-IAb with pseudo-sequence H-2-IAb. The binding affinity (normalized) is 0.575. (2) The peptide sequence is AFKVAATAANAAMAN. The MHC is DRB1_0401 with pseudo-sequence DRB1_0401. The binding affinity (normalized) is 0.391.